Dataset: Forward reaction prediction with 1.9M reactions from USPTO patents (1976-2016). Task: Predict the product of the given reaction. Given the reactants [NH2:1][C:2]1[CH:12]=[CH:11][C:5]([C:6]([O:8][CH2:9][CH3:10])=[O:7])=[CH:4][CH:3]=1.[CH:13](OCC)(OCC)OCC.FC(F)(F)C(O)=O, predict the reaction product. The product is: [CH3:13][NH:1][C:2]1[CH:3]=[CH:4][C:5]([C:6]([O:8][CH2:9][CH3:10])=[O:7])=[CH:11][CH:12]=1.